From a dataset of NCI-60 drug combinations with 297,098 pairs across 59 cell lines. Regression. Given two drug SMILES strings and cell line genomic features, predict the synergy score measuring deviation from expected non-interaction effect. (1) Drug 1: C1=NC2=C(N1)C(=S)N=C(N2)N. Drug 2: CC=C1C(=O)NC(C(=O)OC2CC(=O)NC(C(=O)NC(CSSCCC=C2)C(=O)N1)C(C)C)C(C)C. Cell line: M14. Synergy scores: CSS=55.8, Synergy_ZIP=-5.80, Synergy_Bliss=-3.10, Synergy_Loewe=-1.33, Synergy_HSA=-0.413. (2) Drug 1: CC1=C2C(C(=O)C3(C(CC4C(C3C(C(C2(C)C)(CC1OC(=O)C(C(C5=CC=CC=C5)NC(=O)OC(C)(C)C)O)O)OC(=O)C6=CC=CC=C6)(CO4)OC(=O)C)OC)C)OC. Drug 2: C1CN(P(=O)(OC1)NCCCl)CCCl. Cell line: BT-549. Synergy scores: CSS=67.6, Synergy_ZIP=9.35, Synergy_Bliss=11.1, Synergy_Loewe=-19.9, Synergy_HSA=10.9. (3) Drug 1: CCC1=CC2CC(C3=C(CN(C2)C1)C4=CC=CC=C4N3)(C5=C(C=C6C(=C5)C78CCN9C7C(C=CC9)(C(C(C8N6C)(C(=O)OC)O)OC(=O)C)CC)OC)C(=O)OC.C(C(C(=O)O)O)(C(=O)O)O. Drug 2: CC1=CC=C(C=C1)C2=CC(=NN2C3=CC=C(C=C3)S(=O)(=O)N)C(F)(F)F. Cell line: MALME-3M. Synergy scores: CSS=38.2, Synergy_ZIP=8.09, Synergy_Bliss=6.96, Synergy_Loewe=-21.5, Synergy_HSA=4.71. (4) Drug 1: C1=C(C(=O)NC(=O)N1)F. Drug 2: COC1=NC(=NC2=C1N=CN2C3C(C(C(O3)CO)O)O)N. Cell line: SN12C. Synergy scores: CSS=28.5, Synergy_ZIP=2.86, Synergy_Bliss=4.23, Synergy_Loewe=-5.29, Synergy_HSA=4.34. (5) Drug 1: C1CCN(CC1)CCOC2=CC=C(C=C2)C(=O)C3=C(SC4=C3C=CC(=C4)O)C5=CC=C(C=C5)O. Drug 2: CC1=C(C(=CC=C1)Cl)NC(=O)C2=CN=C(S2)NC3=CC(=NC(=N3)C)N4CCN(CC4)CCO. Cell line: COLO 205. Synergy scores: CSS=-9.94, Synergy_ZIP=7.82, Synergy_Bliss=-0.400, Synergy_Loewe=-9.88, Synergy_HSA=-10.0. (6) Drug 1: C1CC(=O)NC(=O)C1N2CC3=C(C2=O)C=CC=C3N. Drug 2: CC(C)NC(=O)C1=CC=C(C=C1)CNNC.Cl. Cell line: TK-10. Synergy scores: CSS=3.46, Synergy_ZIP=0.659, Synergy_Bliss=4.39, Synergy_Loewe=1.54, Synergy_HSA=2.16.